The task is: Predict the reactants needed to synthesize the given product.. This data is from Full USPTO retrosynthesis dataset with 1.9M reactions from patents (1976-2016). (1) Given the product [C:4]12([NH:1][C:2]([N:34]3[CH2:33][CH2:32][C:31]4[C:36](=[CH:37][C:28]([C:26]5[CH:27]=[C:22]([N:19]6[CH2:18][CH2:17][N:16]([CH3:15])[CH2:21][CH2:20]6)[N:23]=[C:24]([NH2:38])[N:25]=5)=[CH:29][CH:30]=4)[CH2:35]3)=[O:3])[CH2:13][CH:8]3[CH2:7][CH:6]([CH2:12][CH:10]([CH2:9]3)[CH2:11]1)[CH2:5]2, predict the reactants needed to synthesize it. The reactants are: [N:1]([C:4]12[CH2:13][CH:8]3[CH2:9][CH:10]([CH2:12][CH:6]([CH2:7]3)[CH2:5]1)[CH2:11]2)=[C:2]=[O:3].Cl.[CH3:15][N:16]1[CH2:21][CH2:20][N:19]([C:22]2[CH:27]=[C:26]([C:28]3[CH:37]=[C:36]4[C:31]([CH2:32][CH2:33][NH:34][CH2:35]4)=[CH:30][CH:29]=3)[N:25]=[C:24]([NH2:38])[N:23]=2)[CH2:18][CH2:17]1. (2) Given the product [CH3:38][O:39][C:40](=[O:104])[NH:41][C@@H:42]([CH:101]([CH3:103])[CH3:102])[C:43]([N:45]1[CH2:49][CH2:48][CH2:47][C@H:46]1[C:50]1[NH:54][C:53]2[CH:55]=[C:56]([C@H:59]3[CH2:63][CH2:62][C@H:61]([C:64]4[CH:65]=[CH:66][C:67]5[N:71]=[C:70]([C@@H:72]6[CH2:76][CH2:75][CH2:74][N:73]6[C:77](=[O:87])[C@@H:78]([NH:82][C:83]([O:85][CH3:86])=[O:84])[CH:79]([CH3:81])[CH3:80])[NH:69][C:68]=5[CH:88]=4)[N:60]3[C:89]3[CH:94]=[CH:93][C:92]([N:95]([C:105](=[O:107])[CH3:106])[C:96]([CH3:97])([CH3:99])[CH3:98])=[C:91]([F:100])[CH:90]=3)[CH:57]=[CH:58][C:52]=2[N:51]=1)=[O:44], predict the reactants needed to synthesize it. The reactants are: ClC1C=CC([C@H]2CC[C@H](C3C=CC(Cl)=C([N+]([O-])=O)C=3)N2C2C=CC(NC(C)(C)C)=C(F)C=2)=CC=1[N+]([O-])=O.[CH3:38][O:39][C:40](=[O:104])[NH:41][C@@H:42]([CH:101]([CH3:103])[CH3:102])[C:43]([N:45]1[CH2:49][CH2:48][CH2:47][C@H:46]1[C:50]1[NH:54][C:53]2[CH:55]=[C:56]([C@H:59]3[CH2:63][CH2:62][C@H:61]([C:64]4[CH:65]=[CH:66][C:67]5[N:71]=[C:70]([C@@H:72]6[CH2:76][CH2:75][CH2:74][N:73]6[C:77](=[O:87])[C@@H:78]([NH:82][C:83]([O:85][CH3:86])=[O:84])[CH:79]([CH3:81])[CH3:80])[NH:69][C:68]=5[CH:88]=4)[N:60]3[C:89]3[CH:94]=[CH:93][C:92]([NH:95][C:96]([CH3:99])([CH3:98])[CH3:97])=[C:91]([F:100])[CH:90]=3)[CH:57]=[CH:58][C:52]=2[N:51]=1)=[O:44].[C:105](OC(=O)C)(=[O:107])[CH3:106].N1C=CC=CC=1.